From a dataset of Forward reaction prediction with 1.9M reactions from USPTO patents (1976-2016). Predict the product of the given reaction. (1) Given the reactants [Cl:1][C:2]1[CH:3]=[C:4]([C:9]([C:12]2[N:16]([C:17]3[CH:22]=[CH:21][C:20]([F:23])=[C:19]([O:24][CH3:25])[CH:18]=3)[C:15]([S:26][CH2:27][C:28]3[C:42]([F:43])=[CH:41][C:31]([C:32]([NH:34][CH2:35][CH2:36][C:37]([O:39]C)=[O:38])=[O:33])=[CH:30][C:29]=3[F:44])=[N:14][CH:13]=2)([CH3:11])[CH3:10])[CH:5]=[CH:6][C:7]=1[Cl:8].[OH-].[Na+].Cl, predict the reaction product. The product is: [Cl:1][C:2]1[CH:3]=[C:4]([C:9]([C:12]2[N:16]([C:17]3[CH:22]=[CH:21][C:20]([F:23])=[C:19]([O:24][CH3:25])[CH:18]=3)[C:15]([S:26][CH2:27][C:28]3[C:42]([F:43])=[CH:41][C:31]([C:32]([NH:34][CH2:35][CH2:36][C:37]([OH:39])=[O:38])=[O:33])=[CH:30][C:29]=3[F:44])=[N:14][CH:13]=2)([CH3:10])[CH3:11])[CH:5]=[CH:6][C:7]=1[Cl:8]. (2) The product is: [Cl:46][CH2:47][C:48]1[O:43][N:42]=[C:2]([C:3]2[CH:4]=[CH:5][C:6]([CH3:41])=[C:7]([N:9]([CH2:26][C:27]([N:29]([N:31]3[CH2:39][C:38]4[C:33](=[CH:34][CH:35]=[C:36]([F:40])[CH:37]=4)[CH2:32]3)[CH3:30])=[O:28])[CH2:10][C:11]([NH:13][CH2:14][CH2:15][N:16]([C:19]([O:21][C:22]([CH3:25])([CH3:23])[CH3:24])=[O:20])[CH2:17][CH3:18])=[O:12])[CH:8]=2)[N:1]=1. Given the reactants [NH2:1][C:2](=[N:42][OH:43])[C:3]1[CH:4]=[CH:5][C:6]([CH3:41])=[C:7]([N:9]([CH2:26][C:27]([N:29]([N:31]2[CH2:39][C:38]3[C:33](=[CH:34][CH:35]=[C:36]([F:40])[CH:37]=3)[CH2:32]2)[CH3:30])=[O:28])[CH2:10][C:11]([NH:13][CH2:14][CH2:15][N:16]([C:19]([O:21][C:22]([CH3:25])([CH3:24])[CH3:23])=[O:20])[CH2:17][CH3:18])=[O:12])[CH:8]=1.[O-2].[Mg+2].[Cl:46][CH2:47][C:48](Cl)=O, predict the reaction product.